From a dataset of Full USPTO retrosynthesis dataset with 1.9M reactions from patents (1976-2016). Predict the reactants needed to synthesize the given product. (1) Given the product [C:48]([N:16]1[C:17]2[C:13](=[CH:12][CH:11]=[C:10]([S:7]([NH:6][C:35]3[S:39][N:38]=[CH:37][N:36]=3)(=[O:9])=[O:8])[CH:18]=2)[C:14]([C:19]2[CH:24]=[CH:23][C:22]([C:25]([F:28])([F:27])[F:26])=[CH:21][C:20]=2[C:29]2[N:33]([CH3:34])[N:32]=[CH:31][CH:30]=2)=[CH:15]1)(=[O:50])[CH3:49], predict the reactants needed to synthesize it. The reactants are: COC1C=C(OC)C=CC=1C[N:6]([C:35]1[S:39][N:38]=[CH:37][N:36]=1)[S:7]([C:10]1[CH:18]=[C:17]2[C:13]([C:14]([C:19]3[CH:24]=[CH:23][C:22]([C:25]([F:28])([F:27])[F:26])=[CH:21][C:20]=3[C:29]3[N:33]([CH3:34])[N:32]=[CH:31][CH:30]=3)=[CH:15][NH:16]2)=[CH:12][CH:11]=1)(=[O:9])=[O:8].[H-].[Na+].[C:48](OC(=O)C)(=[O:50])[CH3:49].C(Cl)(=O)C. (2) Given the product [NH2:26][C:25]1[N:24]=[CH:23][N:22]=[C:21]2[N:17]([CH:15]([C:9]3[C:8]([O:30][CH3:31])=[C:7]([CH:5]4[CH2:6][N:3]([CH2:41][CH2:40][OH:39])[CH2:4]4)[C:12]([F:13])=[C:11]([Cl:14])[CH:10]=3)[CH3:16])[N:18]=[C:19]([CH:27]([F:29])[F:28])[C:20]=12, predict the reactants needed to synthesize it. The reactants are: Cl.Cl.[NH:3]1[CH2:6][CH:5]([C:7]2[C:8]([O:30][CH3:31])=[C:9]([CH:15]([N:17]3[C:21]4=[N:22][CH:23]=[N:24][C:25]([NH2:26])=[C:20]4[C:19]([CH:27]([F:29])[F:28])=[N:18]3)[CH3:16])[CH:10]=[C:11]([Cl:14])[C:12]=2[F:13])[CH2:4]1.[Si]([O:39][CH2:40][CH:41]=O)(C(C)(C)C)(C)C.C(N(CC)CC)C.C(O[BH-](OC(=O)C)OC(=O)C)(=O)C.[Na+].Cl.O.